This data is from Peptide-MHC class I binding affinity with 185,985 pairs from IEDB/IMGT. The task is: Regression. Given a peptide amino acid sequence and an MHC pseudo amino acid sequence, predict their binding affinity value. This is MHC class I binding data. (1) The peptide sequence is CTRMMETQTST. The MHC is Mamu-A01 with pseudo-sequence Mamu-A01. The binding affinity (normalized) is 0. (2) The peptide sequence is KMARLGKGY. The MHC is HLA-B08:01 with pseudo-sequence HLA-B08:01. The binding affinity (normalized) is 0.0847. (3) The peptide sequence is TKAGMAQYL. The MHC is HLA-A26:01 with pseudo-sequence HLA-A26:01. The binding affinity (normalized) is 0.0847.